Dataset: Full USPTO retrosynthesis dataset with 1.9M reactions from patents (1976-2016). Task: Predict the reactants needed to synthesize the given product. (1) Given the product [F:1][C:2]1[CH:34]=[CH:33][C:5]([CH2:6][N:7]2[C:16](=[O:17])[C:15]([C:18]3[NH:23][C:22]4[CH:24]=[CH:25][C:26]([NH:41][S:38]([CH:35]5[CH2:37][CH2:36]5)(=[O:40])=[O:39])=[CH:27][C:21]=4[S:20](=[O:30])(=[O:29])[N:19]=3)=[C:14]([OH:31])[C@H:13]3[C@@H:8]2[C@H:9]2[CH2:32][C@@H:12]3[CH2:11][CH2:10]2)=[CH:4][CH:3]=1, predict the reactants needed to synthesize it. The reactants are: [F:1][C:2]1[CH:34]=[CH:33][C:5]([CH2:6][N:7]2[C:16](=[O:17])[C:15]([C:18]3[NH:23][C:22]4[CH:24]=[CH:25][C:26](I)=[CH:27][C:21]=4[S:20](=[O:30])(=[O:29])[N:19]=3)=[C:14]([OH:31])[C@H:13]3[C@@H:8]2[C@H:9]2[CH2:32][C@@H:12]3[CH2:11][CH2:10]2)=[CH:4][CH:3]=1.[CH:35]1([S:38]([NH2:41])(=[O:40])=[O:39])[CH2:37][CH2:36]1.N(CC(O)=O)C.P([O-])([O-])([O-])=O.[K+].[K+].[K+]. (2) Given the product [NH2:14][S:15]([C:18]1[CH:19]=[CH:20][C:21]([Cl:27])=[C:22]([CH:26]=1)[C:23]([NH:13][C:11]1[S:12][C:8]([C:5]2[CH:4]=[CH:3][C:2]([F:1])=[CH:7][CH:6]=2)=[N:9][N:10]=1)=[O:24])(=[O:17])=[O:16], predict the reactants needed to synthesize it. The reactants are: [F:1][C:2]1[CH:7]=[CH:6][C:5]([C:8]2[S:12][C:11]([NH2:13])=[N:10][N:9]=2)=[CH:4][CH:3]=1.[NH2:14][S:15]([C:18]1[CH:19]=[CH:20][C:21]([Cl:27])=[C:22]([CH:26]=1)[C:23](O)=[O:24])(=[O:17])=[O:16].C(Cl)CCl.C1C=NC2N(O)N=NC=2C=1. (3) Given the product [S:1]1[CH:5]=[CH:4][CH:3]=[C:2]1[CH2:6][NH:7][C:8]([C:10]1[CH:25]=[C:13]2[CH:14]=[C:15]([C:19]3[CH:24]=[CH:23][CH:22]=[CH:21][CH:20]=3)[CH:16]=[C:17]([C:27]([F:33])([F:34])[F:32])[N:12]2[N:11]=1)=[O:9], predict the reactants needed to synthesize it. The reactants are: [S:1]1[CH:5]=[CH:4][CH:3]=[C:2]1[CH2:6][NH:7][C:8]([C:10]1[CH:25]=[C:13]2[CH:14]=[C:15]([C:19]3[CH:24]=[CH:23][CH:22]=[CH:21][CH:20]=3)[CH:16]=[C:17](I)[N:12]2[N:11]=1)=[O:9].Cl[C:27]([F:33])([F:32])C(OC)=O.[F-:34].[K+]. (4) Given the product [CH3:17][O:18][C:19]1[CH:25]=[CH:24][C:23]([CH2:26][S:27]([CH2:30][CH2:31][C:32]2[C:33]([O:42][CH3:43])=[CH:34][C:35]([O:40][CH3:41])=[CH:36][C:37]=2[O:38][CH3:39])(=[O:29])=[O:28])=[CH:22][C:20]=1[NH:21][CH:7]([C:12]1[CH:16]=[CH:15][NH:14][CH:13]=1)[C:8]([OH:10])=[O:9], predict the reactants needed to synthesize it. The reactants are: C([O-])(=O)C.[Na+].Br[CH:7]([C:12]1[CH:16]=[CH:15][NH:14][CH:13]=1)[C:8]([O:10]C)=[O:9].[CH3:17][O:18][C:19]1[CH:25]=[CH:24][C:23]([CH2:26][S:27]([CH2:30][CH2:31][C:32]2[C:37]([O:38][CH3:39])=[CH:36][C:35]([O:40][CH3:41])=[CH:34][C:33]=2[O:42][CH3:43])(=[O:29])=[O:28])=[CH:22][C:20]=1[NH2:21].C(Cl)(Cl)Cl.CO.